Dataset: Catalyst prediction with 721,799 reactions and 888 catalyst types from USPTO. Task: Predict which catalyst facilitates the given reaction. (1) Reactant: [F:1][C:2]1[CH:11]=[C:10]2[C:5]([CH:6]=[CH:7][C:8](=[O:12])[NH:9]2)=[N:4][C:3]=1[CH3:13].C(=O)([O-])[O-].[Cs+].[Cs+].Br[CH2:21][CH:22]([O:25][CH3:26])[O:23][CH3:24].C(OCC)(=O)C. Product: [CH3:24][O:23][CH:22]([O:25][CH3:26])[CH2:21][N:9]1[C:10]2[C:5](=[N:4][C:3]([CH3:13])=[C:2]([F:1])[CH:11]=2)[CH:6]=[CH:7][C:8]1=[O:12]. The catalyst class is: 9. (2) Reactant: [OH:1][CH2:2][C:3]1[O:7][N:6]=[C:5]([C:8]2[CH:13]=[CH:12][CH:11]=[CH:10][N:9]=2)[C:4]=1[CH2:14][O:15][C:16]1[CH:24]=[CH:23][C:19]([C:20]([OH:22])=O)=[CH:18][N:17]=1.[NH2:25][N:26]1[CH2:31][CH2:30][O:29][CH2:28][CH2:27]1.F[B-](F)(F)F.C[N+](C)=C(N(C)C)ON1C2C=CC=CC=2N=N1.C(N(CC)C(C)C)(C)C. Product: [OH:1][CH2:2][C:3]1[O:7][N:6]=[C:5]([C:8]2[CH:13]=[CH:12][CH:11]=[CH:10][N:9]=2)[C:4]=1[CH2:14][O:15][C:16]1[CH:24]=[CH:23][C:19]([C:20]([NH:25][N:26]2[CH2:31][CH2:30][O:29][CH2:28][CH2:27]2)=[O:22])=[CH:18][N:17]=1. The catalyst class is: 3. (3) Product: [CH3:1][N:2]([C:3]1[CH:4]=[CH:5][C:6]([N+:9]([O-:11])=[O:10])=[CH:7][CH:8]=1)[C:12](=[O:13])[O:14][C:15]([CH3:18])([CH3:17])[CH3:16]. The catalyst class is: 7. Reactant: [CH3:1][NH:2][C:3]1[CH:8]=[CH:7][C:6]([N+:9]([O-:11])=[O:10])=[CH:5][CH:4]=1.[C:12](O[C:12]([O:14][C:15]([CH3:18])([CH3:17])[CH3:16])=[O:13])([O:14][C:15]([CH3:18])([CH3:17])[CH3:16])=[O:13].C(OCC)(=O)C. (4) Reactant: Cl.[O:2]=[C:3]1[C:11]2([CH2:16][CH2:15][NH:14][CH2:13][CH2:12]2)[C:10]2[C:5](=[CH:6][CH:7]=[C:8]([C:17]([O:19][CH3:20])=[O:18])[CH:9]=2)[NH:4]1.[F:21][C:22]([F:35])([F:34])[C:23]1[CH:28]=[CH:27][CH:26]=[CH:25][C:24]=1/[CH:29]=[CH:30]/[C:31](O)=[O:32].C1C=CC2N(O)N=NC=2C=1.CCN=C=NCCCN(C)C.CCN(C(C)C)C(C)C. Product: [O:2]=[C:3]1[C:11]2([CH2:16][CH2:15][N:14]([C:31](=[O:32])/[CH:30]=[CH:29]/[C:24]3[CH:25]=[CH:26][CH:27]=[CH:28][C:23]=3[C:22]([F:34])([F:35])[F:21])[CH2:13][CH2:12]2)[C:10]2[C:5](=[CH:6][CH:7]=[C:8]([C:17]([O:19][CH3:20])=[O:18])[CH:9]=2)[NH:4]1. The catalyst class is: 2.